This data is from NCI-60 drug combinations with 297,098 pairs across 59 cell lines. The task is: Regression. Given two drug SMILES strings and cell line genomic features, predict the synergy score measuring deviation from expected non-interaction effect. (1) Drug 1: CNC(=O)C1=CC=CC=C1SC2=CC3=C(C=C2)C(=NN3)C=CC4=CC=CC=N4. Drug 2: N.N.Cl[Pt+2]Cl. Cell line: SNB-19. Synergy scores: CSS=4.33, Synergy_ZIP=0.139, Synergy_Bliss=2.77, Synergy_Loewe=-1.97, Synergy_HSA=0.345. (2) Synergy scores: CSS=39.6, Synergy_ZIP=2.11, Synergy_Bliss=6.03, Synergy_Loewe=-5.25, Synergy_HSA=9.57. Cell line: UACC62. Drug 1: CCN(CC)CCNC(=O)C1=C(NC(=C1C)C=C2C3=C(C=CC(=C3)F)NC2=O)C. Drug 2: CN1C(=O)N2C=NC(=C2N=N1)C(=O)N. (3) Drug 1: C1=CC(=CC=C1CCC2=CNC3=C2C(=O)NC(=N3)N)C(=O)NC(CCC(=O)O)C(=O)O. Synergy scores: CSS=54.3, Synergy_ZIP=-6.33, Synergy_Bliss=-14.4, Synergy_Loewe=9.33, Synergy_HSA=-6.39. Drug 2: CC1C(C(CC(O1)OC2CC(CC3=C2C(=C4C(=C3O)C(=O)C5=C(C4=O)C(=CC=C5)OC)O)(C(=O)CO)O)N)O.Cl. Cell line: CCRF-CEM. (4) Drug 1: C1CCC(CC1)NC(=O)N(CCCl)N=O. Drug 2: CCC(=C(C1=CC=CC=C1)C2=CC=C(C=C2)OCCN(C)C)C3=CC=CC=C3.C(C(=O)O)C(CC(=O)O)(C(=O)O)O. Cell line: MDA-MB-435. Synergy scores: CSS=6.70, Synergy_ZIP=0.904, Synergy_Bliss=3.26, Synergy_Loewe=-2.24, Synergy_HSA=-1.77.